Dataset: Forward reaction prediction with 1.9M reactions from USPTO patents (1976-2016). Task: Predict the product of the given reaction. Given the reactants [Si]([O:8][CH2:9][C:10]1[CH:14]=[N:13][N:12]([CH2:15][C@@H:16]2[C@H:19]([NH:20][C:21](=[O:30])[O:22][CH2:23][C:24]3[CH:29]=[CH:28][CH:27]=[CH:26][CH:25]=3)[C:18](=[O:31])[NH:17]2)[N:11]=1)(C(C)(C)C)(C)C, predict the reaction product. The product is: [OH:8][CH2:9][C:10]1[CH:14]=[N:13][N:12]([CH2:15][C@@H:16]2[C@H:19]([NH:20][C:21](=[O:30])[O:22][CH2:23][C:24]3[CH:29]=[CH:28][CH:27]=[CH:26][CH:25]=3)[C:18](=[O:31])[NH:17]2)[N:11]=1.